Dataset: Reaction yield outcomes from USPTO patents with 853,638 reactions. Task: Predict the reaction yield, written as a fraction of the theoretical maximum amount of product (1.0 means a 100% yield; for example, 0.34 means a 34% yield). The reactants are C(OC([N:8]1[CH2:13][CH2:12][CH:11]([C:14]2[C:22]3[C:17](=[CH:18][CH:19]=[C:20]([C:23]#[N:24])[CH:21]=3)[NH:16][CH:15]=2)[CH2:10][CH2:9]1)=O)(C)(C)C.Cl.O1CCOCC1. The catalyst is CO. The product is [NH:8]1[CH2:13][CH2:12][CH:11]([C:14]2[C:22]3[C:17](=[CH:18][CH:19]=[C:20]([C:23]#[N:24])[CH:21]=3)[NH:16][CH:15]=2)[CH2:10][CH2:9]1. The yield is 0.910.